Dataset: Forward reaction prediction with 1.9M reactions from USPTO patents (1976-2016). Task: Predict the product of the given reaction. (1) Given the reactants C([NH:5][C:6]1[C:15]2[CH:14]=[CH:13][CH:12]=[C:11]([C:16]([NH:18][C:19]3[CH:24]=[C:23]([C:25](=[O:37])[NH:26][C:27]4[CH:32]=[CH:31][CH:30]=[C:29](C(F)(F)F)[CH:28]=4)[CH:22]=[CH:21][C:20]=3[CH3:38])=[O:17])[C:10]=2[CH:9]=[CH:8][N:7]=1)(C)(C)C.NC1C=[C:42]([C:46](C)([CH3:49])[C:47]#[N:48])C=CC=1.NC1C=CC=CC=1, predict the reaction product. The product is: [NH2:5][C:6]1[C:15]2[CH:14]=[CH:13][CH:12]=[C:11]([C:16]([NH:18][C:19]3[CH:24]=[C:23]([C:25](=[O:37])[NH:26][C:27]4[CH:32]=[CH:31][CH:30]=[C:29]([C:46]([C:47]#[N:48])([CH3:49])[CH3:42])[CH:28]=4)[CH:22]=[CH:21][C:20]=3[CH3:38])=[O:17])[C:10]=2[CH:9]=[CH:8][N:7]=1. (2) Given the reactants [OH:1][C:2]1[CH:7]=[CH:6][C:5]([CH2:8][C:9]([O:11][CH2:12][CH3:13])=[O:10])=[CH:4][CH:3]=1.C([O-])([O-])=O.[K+].[K+].Cl.Cl[CH2:22][CH2:23][N:24]1[CH2:29][CH2:28][O:27][CH2:26][CH2:25]1, predict the reaction product. The product is: [N:24]1([CH2:23][CH2:22][O:1][C:2]2[CH:3]=[CH:4][C:5]([CH2:8][C:9]([O:11][CH2:12][CH3:13])=[O:10])=[CH:6][CH:7]=2)[CH2:29][CH2:28][O:27][CH2:26][CH2:25]1. (3) Given the reactants [F:1][C:2]1[CH:7]=[CH:6][C:5]([CH2:8][C:9]2[CH:18]=[C:17]3[C:12]([C:13]([OH:32])=[C:14]([C:28](OC)=[O:29])[C:15](=[O:27])[N:16]3[C:19]3[CH:24]=[CH:23][C:22]([O:25][CH3:26])=[CH:21][CH:20]=3)=[N:11][CH:10]=2)=[CH:4][CH:3]=1.[NH2:33][CH2:34][CH2:35][OH:36], predict the reaction product. The product is: [F:1][C:2]1[CH:3]=[CH:4][C:5]([CH2:8][C:9]2[CH:18]=[C:17]3[C:12]([C:13]([OH:32])=[C:14]([C:28]([NH:33][CH2:34][CH2:35][OH:36])=[O:29])[C:15](=[O:27])[N:16]3[C:19]3[CH:20]=[CH:21][C:22]([O:25][CH3:26])=[CH:23][CH:24]=3)=[N:11][CH:10]=2)=[CH:6][CH:7]=1.